This data is from Forward reaction prediction with 1.9M reactions from USPTO patents (1976-2016). The task is: Predict the product of the given reaction. (1) Given the reactants [O-]S([C:5]([F:8])(F)F)(=O)=O.F[N+]1C(C)=CC(C)=CC=1C.[Br:19][C:20]1[N:24]([CH:25]([CH3:27])[CH3:26])[C:23]2[CH:28]([C:41]3[CH:46]=[CH:45][C:44]([Cl:47])=[CH:43][CH:42]=3)[N:29]([C:32]3[CH:37]=[C:36]([Cl:38])[C:35](=[O:39])[N:34](C)[CH:33]=3)[C:30](=[O:31])[C:22]=2[CH:21]=1.S([O-])([O-])=O.[Na+].[Na+], predict the reaction product. The product is: [Br:19][C:20]1[N:24]([CH:25]([CH3:27])[CH3:26])[C:23]2[CH:28]([C:41]3[CH:42]=[CH:43][C:44]([Cl:47])=[CH:45][CH:46]=3)[N:29]([C:32]3[CH:37]=[C:36]([Cl:38])[C:35](=[O:39])[N:34]([CH3:33])[C:5]=3[F:8])[C:30](=[O:31])[C:22]=2[CH:21]=1. (2) Given the reactants [C:1]([C:5]1[O:9][N:8]=[C:7]([NH:10][C:11]([NH:13][C:14]2[CH:19]=[CH:18][CH:17]=[C:16]([O:20][C:21]3[C:30]4[C:25](=[CH:26][C:27]([O:35][CH3:36])=[C:28]([O:31][CH2:32][CH2:33]Cl)[CH:29]=4)[N:24]=[CH:23][N:22]=3)[CH:15]=2)=[O:12])[CH:6]=1)([CH3:4])([CH3:3])[CH3:2].[OH:37][CH2:38][CH2:39][N:40]1[CH2:45][CH2:44][NH:43][CH2:42][CH2:41]1, predict the reaction product. The product is: [C:1]([C:5]1[O:9][N:8]=[C:7]([NH:10][C:11]([NH:13][C:14]2[CH:19]=[CH:18][CH:17]=[C:16]([O:20][C:21]3[C:30]4[C:25](=[CH:26][C:27]([O:35][CH3:36])=[C:28]([O:31][CH2:32][CH2:33][N:43]5[CH2:44][CH2:45][N:40]([CH2:39][CH2:38][OH:37])[CH2:41][CH2:42]5)[CH:29]=4)[N:24]=[CH:23][N:22]=3)[CH:15]=2)=[O:12])[CH:6]=1)([CH3:4])([CH3:3])[CH3:2].